Dataset: Reaction yield outcomes from USPTO patents with 853,638 reactions. Task: Predict the reaction yield, written as a fraction of the theoretical maximum amount of product (1.0 means a 100% yield; for example, 0.34 means a 34% yield). (1) The reactants are [H-].[Na+].[CH3:3][O:4][C:5]1[CH:34]=[CH:33][C:8]([CH2:9][N:10]([CH2:24][C:25]2[CH:30]=[CH:29][C:28]([O:31][CH3:32])=[CH:27][CH:26]=2)[C:11]2[CH:16]=[C:15]([F:17])[C:14]([C:18]([CH3:22])([CH3:21])[CH2:19][OH:20])=[C:13]([F:23])[CH:12]=2)=[CH:7][CH:6]=1.I[CH2:36][CH3:37].[Cl-].[NH4+]. The catalyst is CN(C=O)C. The product is [CH2:36]([O:20][CH2:19][C:18]([C:14]1[C:13]([F:23])=[CH:12][C:11]([N:10]([CH2:9][C:8]2[CH:7]=[CH:6][C:5]([O:4][CH3:3])=[CH:34][CH:33]=2)[CH2:24][C:25]2[CH:26]=[CH:27][C:28]([O:31][CH3:32])=[CH:29][CH:30]=2)=[CH:16][C:15]=1[F:17])([CH3:22])[CH3:21])[CH3:37]. The yield is 1.05. (2) The reactants are [C:1]([C:3]1[CH:8]=[CH:7][C:6]([C:9]2[CH:10]=[N:11][N:12]([C:15]3[CH:23]=[C:22]([CH3:24])[C:18]([C:19](O)=[O:20])=[CH:17][N:16]=3)[C:13]=2[OH:14])=[CH:5][CH:4]=1)#[N:2].[CH3:25][N:26](C(ON1N=NC2C=CC=NC1=2)=[N+](C)C)C.F[P-](F)(F)(F)(F)F.C(N(CC)CC)C.CN. No catalyst specified. The product is [C:1]([C:3]1[CH:4]=[CH:5][C:6]([C:9]2[CH:10]=[N:11][N:12]([C:15]3[CH:23]=[C:22]([CH3:24])[C:18]([C:19]([NH:26][CH3:25])=[O:20])=[CH:17][N:16]=3)[C:13]=2[OH:14])=[CH:7][CH:8]=1)#[N:2]. The yield is 0.425. (3) The catalyst is ClCCl. The product is [Cl:5][C:6]1[CH:14]=[CH:13][C:9]([C:10]([C:30]2[CH:29]=[CH:28][C:27]3[C:22]4[CH2:23][CH2:24][C:25](=[O:26])[N:20]([CH3:19])[C:21]=4[CH2:33][C:32]=3[CH:31]=2)=[O:11])=[CH:8][C:7]=1[S:15]([NH2:16])(=[O:18])=[O:17]. The yield is 0.530. The reactants are [Cl-].[Al+3].[Cl-].[Cl-].[Cl:5][C:6]1[CH:14]=[CH:13][C:9]([C:10](Cl)=[O:11])=[CH:8][C:7]=1[S:15](=[O:18])(=[O:17])[NH2:16].[CH3:19][N:20]1[C:25](=[O:26])[CH2:24][CH2:23][C:22]2[C:27]3[CH:28]=[CH:29][CH:30]=[CH:31][C:32]=3[CH2:33][C:21]1=2. (4) The reactants are [CH3:1][O:2][C:3]1[C:10]([O:11][CH3:12])=[CH:9][C:6](C=O)=[C:5]([N+:13]([O-:15])=[O:14])[CH:4]=1.ClC1C=C(C=CC=1)C(OO)=[O:21].FC(F)(F)C(O)=O.[OH-].[Na+].Cl. The catalyst is ClCCl.CO. The product is [CH3:1][O:2][C:3]1[C:10]([O:11][CH3:12])=[CH:9][C:6]([OH:21])=[C:5]([N+:13]([O-:15])=[O:14])[CH:4]=1. The yield is 0.710.